From a dataset of Reaction yield outcomes from USPTO patents with 853,638 reactions. Predict the reaction yield, written as a fraction of the theoretical maximum amount of product (1.0 means a 100% yield; for example, 0.34 means a 34% yield). (1) The reactants are Br[C:2]1[CH:7]=[CH:6][C:5]([NH:8][C:9]([C:11]2[NH:12][CH:13]=[C:14]([C:16]#[N:17])[N:15]=2)=[O:10])=[C:4]([C:18]2[CH2:23][CH2:22][CH2:21][CH2:20][CH:19]=2)[CH:3]=1.[S:24]1[CH2:29][CH2:28][C:27](=[O:30])[CH2:26][CH2:25]1. The catalyst is CO.C(Cl)Cl. The product is [C:18]1([C:4]2[CH:3]=[C:2]([C:27]3([OH:30])[CH2:28][CH2:29][S:24][CH2:25][CH2:26]3)[CH:7]=[CH:6][C:5]=2[NH:8][C:9]([C:11]2[NH:12][CH:13]=[C:14]([C:16]#[N:17])[N:15]=2)=[O:10])[CH2:23][CH2:22][CH2:21][CH2:20][CH:19]=1. The yield is 0.620. (2) The reactants are [Cl:1][C:2]1[CH:3]=[C:4]([C:13]2[O:17][N:16]=[C:15]([C:18]3[CH:19]=[CH:20][C:21]4[O:25][C:24]([C:26]5([NH:34]C(=O)OC(C)(C)C)[CH2:31][O:30]C(C)(C)[O:28][CH2:27]5)=[CH:23][C:22]=4[CH:42]=3)[N:14]=2)[CH:5]=[CH:6][C:7]=1[C:8]1[CH:12]=[CH:11][S:10][CH:9]=1.ClC1C=C(C2ON=C(C3C=CC4OC(C5(NC(=O)OC(C)(C)C)COC(C)(C)OC5)=CC=4C=3)N=2)C=CC=1OCCC. No catalyst specified. The product is [NH2:34][C:26]([C:24]1[O:25][C:21]2[CH:20]=[CH:19][C:18]([C:15]3[N:14]=[C:13]([C:4]4[CH:5]=[CH:6][C:7]([C:8]5[CH:12]=[CH:11][S:10][CH:9]=5)=[C:2]([Cl:1])[CH:3]=4)[O:17][N:16]=3)=[CH:42][C:22]=2[CH:23]=1)([CH2:27][OH:28])[CH2:31][OH:30]. The yield is 0.480.